This data is from Catalyst prediction with 721,799 reactions and 888 catalyst types from USPTO. The task is: Predict which catalyst facilitates the given reaction. (1) Reactant: [Br:1][C:2]1[N:7]=[C:6]([N:8]2[CH2:14][CH:13]([OH:15])[CH2:12][NH:11][CH2:10][CH2:9]2)[CH:5]=[CH:4][CH:3]=1.[CH3:16][C:17]([O:20][C:21](O[C:21]([O:20][C:17]([CH3:19])([CH3:18])[CH3:16])=[O:22])=[O:22])([CH3:19])[CH3:18]. Product: [Br:1][C:2]1[N:7]=[C:6]([N:8]2[CH2:14][CH:13]([OH:15])[CH2:12][N:11]([C:21]([O:20][C:17]([CH3:19])([CH3:18])[CH3:16])=[O:22])[CH2:10][CH2:9]2)[CH:5]=[CH:4][CH:3]=1. The catalyst class is: 5. (2) Reactant: [CH2:1]([O:3][C:4]1[CH:11]=[C:10]([O:12][CH2:13][CH3:14])[C:9](Br)=[CH:8][C:5]=1[CH2:6][OH:7])[CH3:2].[Si:16]([O:23][Si:24]([C:27]([CH3:30])([CH3:29])[CH3:28])([CH3:26])[CH3:25])([C:19]([CH3:22])([CH3:21])[CH3:20])([CH3:18])[CH3:17].C([Li])CCC.C(NN(NCC)[C:40](=[O:45])[C:41]([F:44])([F:43])[F:42])C.[Cl-].[NH4+]. Product: [CH2:1]([O:3][C:4]1[CH:11]=[C:10]([O:12][CH2:13][CH3:14])[C:9]([C:40](=[O:45])[C:41]([F:44])([F:43])[F:42])=[CH:8][C:5]=1[CH2:6][OH:7])[CH3:2].[Si:16]([O:23][Si:24]([C:27]([CH3:30])([CH3:29])[CH3:28])([CH3:25])[CH3:26])([C:19]([CH3:21])([CH3:22])[CH3:20])([CH3:18])[CH3:17]. The catalyst class is: 1. (3) Reactant: [OH:1][C:2]1[CH:3]=[C:4]([CH:9]=[C:10]([O:12][S:13]([C:16]2[CH:21]=[CH:20][C:19]([CH3:22])=[CH:18][CH:17]=2)(=[O:15])=[O:14])[CH:11]=1)[C:5]([O:7][CH3:8])=[O:6].[F:23][C:24]1[CH:25]=[C:26](B(O)O)[CH:27]=[C:28]([F:30])[CH:29]=1.C(N(CC)CC)C. Product: [F:23][C:24]1[CH:25]=[C:26]([O:1][C:2]2[CH:3]=[C:4]([CH:9]=[C:10]([O:12][S:13]([C:16]3[CH:21]=[CH:20][C:19]([CH3:22])=[CH:18][CH:17]=3)(=[O:15])=[O:14])[CH:11]=2)[C:5]([O:7][CH3:8])=[O:6])[CH:27]=[C:28]([F:30])[CH:29]=1. The catalyst class is: 302. (4) Reactant: Br[C:2]1[N:3]=[C:4]([C:9]2[N:10]([CH2:18][CH3:19])[C:11]3[CH:16]=[CH:15][N:14]=[CH:13][C:12]=3[N:17]=2)[C:5]([NH2:8])=[N:6][CH:7]=1.B([C:23]1[N:24]([C:32]([O:34]C(C)(C)C)=[O:33])[C:25]2[C:30]([CH:31]=1)=[CH:29][CH:28]=[CH:27][CH:26]=2)(O)O.C([O-])([O-])=O.[K+].[K+]. Product: [CH:32]([OH:34])=[O:33].[CH2:18]([N:10]1[C:11]2[CH:16]=[CH:15][N:14]=[CH:13][C:12]=2[N:17]=[C:9]1[C:4]1[C:5]([NH2:8])=[N:6][CH:7]=[C:2]([C:23]2[NH:24][C:25]3[C:30]([CH:31]=2)=[CH:29][CH:28]=[CH:27][CH:26]=3)[N:3]=1)[CH3:19]. The catalyst class is: 558. (5) Reactant: C([O:8][C:9]1[C:10]2[N:21]([S:22]([C:25]3[CH:31]=[CH:30][C:28]([CH3:29])=[CH:27][CH:26]=3)(=[O:24])=[O:23])[CH:20]=[C:19]([CH2:32][C:33]3[C:38]([CH3:39])=[C:37]([O:40][CH3:41])[C:36]([CH3:42])=[CH:35][N:34]=3)[C:11]=2[N:12]=[C:13]([S:15]([CH3:18])(=[O:17])=[O:16])[N:14]=1)C1C=CC=CC=1.C(Cl)Cl.CO. Product: [CH3:41][O:40][C:37]1[C:36]([CH3:42])=[CH:35][N:34]=[C:33]([CH2:32][C:19]2[C:11]3[N:12]=[C:13]([S:15]([CH3:18])(=[O:16])=[O:17])[N:14]=[C:9]([OH:8])[C:10]=3[N:21]([S:22]([C:25]3[CH:26]=[CH:27][C:28]([CH3:29])=[CH:30][CH:31]=3)(=[O:23])=[O:24])[CH:20]=2)[C:38]=1[CH3:39]. The catalyst class is: 19. (6) Reactant: CO[C:3](=[O:35])[C:4]1[CH:9]=[CH:8][C:7]([CH:10]([NH:23][C:24]([NH:26][C:27]2[CH:32]=[C:31]([Cl:33])[CH:30]=[C:29]([Cl:34])[CH:28]=2)=[O:25])C2C=CC(C3CCCCC=3)=CC=2)=[CH:6][CH:5]=1.[H-].[CH2:42]([Al+][CH2:42][CH:43]([CH3:45])[CH3:44])[CH:43]([CH3:45])[CH3:44].Cl.O. Product: [C:45]1([C:43]2[CH:42]=[CH:5][C:4]([N:23]([CH2:10][C:7]3[CH:8]=[CH:9][C:4]([CH2:3][OH:35])=[CH:5][CH:6]=3)[C:24]([NH:26][C:27]3[CH:28]=[C:29]([Cl:34])[CH:30]=[C:31]([Cl:33])[CH:32]=3)=[O:25])=[CH:3][CH:44]=2)[CH2:31][CH2:32][CH2:27][CH2:28][CH:29]=1. The catalyst class is: 691. (7) Reactant: [NH:1]1[C:9]2[C:4](=[CH:5][C:6]([C:10]3[N:15]=[C:14]([CH2:16][OH:17])[CH:13]=[C:12]([N:18]4[CH2:23][CH2:22][O:21][CH2:20][C@@H:19]4[CH3:24])[N:11]=3)=[CH:7][CH:8]=2)[CH:3]=[CH:2]1.[CH3:25][S:26](Cl)(=[O:28])=[O:27].C(N(CC)CC)C. Product: [CH3:24][C@H:19]1[CH2:20][O:21][CH2:22][CH2:23][N:18]1[C:12]1[CH:13]=[C:14]([CH2:16][O:17][S:26]([CH3:25])(=[O:28])=[O:27])[N:15]=[C:10]([C:6]2[CH:5]=[C:4]3[C:9](=[CH:8][CH:7]=2)[NH:1][CH:2]=[CH:3]3)[N:11]=1. The catalyst class is: 2.